From a dataset of Forward reaction prediction with 1.9M reactions from USPTO patents (1976-2016). Predict the product of the given reaction. (1) Given the reactants [CH2:1]([NH:4][C:5]1[C:14]2[C:9](=[CH:10][CH:11]=[C:12]([N+:15]([O-:17])=[O:16])[CH:13]=2)[N:8]=[C:7](Cl)[N:6]=1)[CH:2]=[CH2:3].[CH2:19]([NH2:22])[CH2:20][CH3:21], predict the reaction product. The product is: [CH2:1]([NH:4][C:5]1[C:14]2[C:9](=[CH:10][CH:11]=[C:12]([N+:15]([O-:17])=[O:16])[CH:13]=2)[N:8]=[C:7]([NH:22][CH2:19][CH2:20][CH3:21])[N:6]=1)[CH:2]=[CH2:3]. (2) Given the reactants [CH3:1][N:2]([CH3:43])[C:3]([C@@H:5]1[CH2:9][C@@H:8]([OH:10])[CH2:7][N:6]1[C:11]1([C:35]2[C:36]([O:41]C)=[N:37][CH:38]=[CH:39][CH:40]=2)[C:19]2[C:14](=[CH:15][CH:16]=[C:17]([Cl:20])[CH:18]=2)[N:13]([S:21]([C:24]2[CH:29]=[CH:28][C:27]([O:30][CH3:31])=[CH:26][C:25]=2[O:32][CH3:33])(=[O:23])=[O:22])[C:12]1=[O:34])=[O:4].[I-].[Na+], predict the reaction product. The product is: [CH3:43][N:2]([CH3:1])[C:3]([C@@H:5]1[CH2:9][C@@H:8]([OH:10])[CH2:7][N:6]1[C:11]1([C:35]2[C:36](=[O:41])[NH:37][CH:38]=[CH:39][CH:40]=2)[C:19]2[C:14](=[CH:15][CH:16]=[C:17]([Cl:20])[CH:18]=2)[N:13]([S:21]([C:24]2[CH:29]=[CH:28][C:27]([O:30][CH3:31])=[CH:26][C:25]=2[O:32][CH3:33])(=[O:22])=[O:23])[C:12]1=[O:34])=[O:4]. (3) Given the reactants C(C(=[C:16]1[C:28]2[C:20]([CH:21]=[C:22]3[C:27]=2[CH:26]=[C:25]([C:29]([CH3:32])([CH3:31])[CH3:30])[C:24]([C:33]2[CH:42]=[CH:41][C:40]4[C:35](=[CH:36][CH:37]=[CH:38][CH:39]=4)[CH:34]=2)=[CH:23]3)=[C:19](C2C=CC=C2)[C:18]([C:48]2[CH:57]=[CH:56][C:55]3[C:50](=[CH:51][CH:52]=[CH:53][CH:54]=3)[CH:49]=2)=[C:17]1[C:58]([CH3:61])([CH3:60])[CH3:59])CC1C=CC=CC=1)C1C=CC=CC=1.C(O[CH2:65][CH3:66])C.[CH2:67]([Li])[CH2:68][CH2:69][CH3:70].[Cl-:72].[Cl-].[Cl-].[Cl-].[Zr+4:76], predict the reaction product. The product is: [Cl-:72].[Cl-:72].[CH2:67]([C:59](=[Zr+2:76]([CH:66]1[CH:65]=[CH:33][CH:24]=[CH:25]1)[C:19]1[C:20]2[CH2:21][C:22]3[C:27](=[CH:26][C:25]([C:29]([CH3:30])([CH3:31])[CH3:32])=[C:24]([C:33]4[CH:42]=[CH:41][C:40]5[C:35](=[CH:36][CH:37]=[CH:38][CH:39]=5)[CH:34]=4)[CH:23]=3)[C:28]=2[CH:16]=[C:17]([C:58]([CH3:61])([CH3:60])[CH3:59])[C:18]=1[C:48]1[CH:57]=[CH:56][C:55]2[C:50](=[CH:51][CH:52]=[CH:53][CH:54]=2)[CH:49]=1)[CH2:58][C:17]1[CH:16]=[CH:28][CH:20]=[CH:19][CH:18]=1)[C:68]1[CH:23]=[CH:22][CH:21]=[CH:70][CH:69]=1. (4) Given the reactants [OH:1][CH:2]1[CH2:7][CH2:6][NH:5][CH2:4][CH2:3]1.[Cl:8][C:9]1[CH:10]=[C:11]([NH:16][CH2:17][C:18]2[N:23]=[CH:22][C:21]([NH:24][C:25]3[C:34]4[C:29](=[CH:30][C:31]([O:37][CH2:38][CH2:39][CH2:40]Cl)=[C:32]([O:35][CH3:36])[CH:33]=4)[N:28]=[CH:27][N:26]=3)=[CH:20][N:19]=2)[CH:12]=[CH:13][C:14]=1[F:15], predict the reaction product. The product is: [Cl:8][C:9]1[CH:10]=[C:11]([NH:16][CH2:17][C:18]2[N:23]=[CH:22][C:21]([NH:24][C:25]3[C:34]4[C:29](=[CH:30][C:31]([O:37][CH2:38][CH2:39][CH2:40][N:5]5[CH2:6][CH2:7][CH:2]([OH:1])[CH2:3][CH2:4]5)=[C:32]([O:35][CH3:36])[CH:33]=4)[N:28]=[CH:27][N:26]=3)=[CH:20][N:19]=2)[CH:12]=[CH:13][C:14]=1[F:15]. (5) The product is: [Cl:1][C:2]1[CH:3]=[C:4]([CH2:9][C:10]([Cl:16])=[O:12])[CH:5]=[CH:6][C:7]=1[Cl:8]. Given the reactants [Cl:1][C:2]1[CH:3]=[C:4]([CH2:9][C:10]([OH:12])=O)[CH:5]=[CH:6][C:7]=1[Cl:8].C(Cl)(=O)C([Cl:16])=O, predict the reaction product.